This data is from Peptide-MHC class I binding affinity with 185,985 pairs from IEDB/IMGT. The task is: Regression. Given a peptide amino acid sequence and an MHC pseudo amino acid sequence, predict their binding affinity value. This is MHC class I binding data. The peptide sequence is TAVPWNASW. The MHC is HLA-B08:01 with pseudo-sequence HLA-B08:01. The binding affinity (normalized) is 0.